This data is from Full USPTO retrosynthesis dataset with 1.9M reactions from patents (1976-2016). The task is: Predict the reactants needed to synthesize the given product. Given the product [CH2:1]([O:3][C:4]([C:6]1[CH:7]=[N:8][N:9]([C:12]2[C:17]([F:18])=[CH:16][C:15]([CH:20]3[CH2:22][CH2:21]3)=[CH:14][N:13]=2)[C:10]=1[CH3:11])=[O:5])[CH3:2], predict the reactants needed to synthesize it. The reactants are: [CH2:1]([O:3][C:4]([C:6]1[CH:7]=[N:8][N:9]([C:12]2[C:17]([F:18])=[CH:16][C:15](Cl)=[CH:14][N:13]=2)[C:10]=1[CH3:11])=[O:5])[CH3:2].[CH:20]1(B(O)O)[CH2:22][CH2:21]1.P([O-])([O-])([O-])=O.[K+].[K+].[K+].[Cl-].[NH4+].